Dataset: Forward reaction prediction with 1.9M reactions from USPTO patents (1976-2016). Task: Predict the product of the given reaction. (1) The product is: [F:20][C:18]([F:21])([F:19])[C:17]([N:9]1[CH2:10][CH:11]2[CH2:16][CH:7]([C:6]3[CH:5]=[C:4]([C:1](=[N:24][OH:25])[CH3:2])[C:14]([OH:15])=[CH:13][C:12]=32)[CH2:8]1)=[O:22]. Given the reactants [C:1]([C:4]1[C:14]([OH:15])=[CH:13][C:12]2[CH:11]3[CH2:16][CH:7]([CH2:8][N:9]([C:17](=[O:22])[C:18]([F:21])([F:20])[F:19])[CH2:10]3)[C:6]=2[CH:5]=1)(=O)[CH3:2].Cl.[NH2:24][OH:25].CC([O-])=O.[Na+], predict the reaction product. (2) Given the reactants Cl.Cl.Cl.[N:4]1[C:8]2[CH:9]=[CH:10][CH:11]=[CH:12][C:7]=2[NH:6][C:5]=1[S:13][CH2:14][CH2:15][N:16]1[CH2:21][CH2:20][NH:19][CH2:18][CH2:17]1.C(=O)([O-])[O-].[K+].[K+].[CH3:28][S:29][C:30]1[C:35]([NH:36][C:37](=[O:40])[CH2:38]Br)=[C:34]([S:41][CH3:42])[CH:33]=[C:32]([CH3:43])[N:31]=1, predict the reaction product. The product is: [N:4]1[C:8]2[CH:9]=[CH:10][CH:11]=[CH:12][C:7]=2[NH:6][C:5]=1[S:13][CH2:14][CH2:15][N:16]1[CH2:21][CH2:20][N:19]([CH2:38][C:37]([NH:36][C:35]2[C:30]([S:29][CH3:28])=[N:31][C:32]([CH3:43])=[CH:33][C:34]=2[S:41][CH3:42])=[O:40])[CH2:18][CH2:17]1.